Task: Regression. Given a peptide amino acid sequence and an MHC pseudo amino acid sequence, predict their binding affinity value. This is MHC class II binding data.. Dataset: Peptide-MHC class II binding affinity with 134,281 pairs from IEDB (1) The peptide sequence is GSQLIWDRALGLPLE. The MHC is DRB1_0301 with pseudo-sequence DRB1_0301. The binding affinity (normalized) is 0.197. (2) The peptide sequence is PTHRHLKGEACPLPH. The MHC is DRB1_0802 with pseudo-sequence DRB1_0802. The binding affinity (normalized) is 0. (3) The peptide sequence is GLGWYKIEIDQDHQE. The MHC is DRB1_0101 with pseudo-sequence DRB1_0101. The binding affinity (normalized) is 0.438.